Dataset: Forward reaction prediction with 1.9M reactions from USPTO patents (1976-2016). Task: Predict the product of the given reaction. (1) Given the reactants Br[C:2]1[N:3]=[CH:4][C:5]([NH:8][C:9](=[O:28])[C@@H:10]([C:17]2[CH:22]=[CH:21][C:20]([S:23]([CH3:26])(=[O:25])=[O:24])=[C:19]([Cl:27])[CH:18]=2)[CH2:11][CH:12]2[CH2:16][CH2:15][CH2:14][CH2:13]2)=[N:6][CH:7]=1.[SH:29][CH:30](O)C.CN(C)[CH:35]=[O:36], predict the reaction product. The product is: [Cl:27][C:19]1[CH:18]=[C:17]([C@@H:10]([CH2:11][CH:12]2[CH2:16][CH2:15][CH2:14][CH2:13]2)[C:9]([NH:8][C:5]2[CH:4]=[N:3][C:2]([S:29][CH2:30][CH2:35][OH:36])=[CH:7][N:6]=2)=[O:28])[CH:22]=[CH:21][C:20]=1[S:23]([CH3:26])(=[O:25])=[O:24]. (2) Given the reactants [C:1]1([S:11]([C:14]2[C:22]3[C:17](=[CH:18][CH:19]=[C:20]([NH2:23])[CH:21]=3)[NH:16][N:15]=2)(=[O:13])=[O:12])[C:10]2[C:5](=[CH:6][CH:7]=[CH:8][CH:9]=2)[CH:4]=[CH:3][CH:2]=1.[C:24]([N:31]1[CH2:36][CH2:35][C:34](=O)[CH2:33][CH2:32]1)([O:26][C:27]([CH3:30])([CH3:29])[CH3:28])=[O:25].C(O[BH-](OC(=O)C)OC(=O)C)(=O)C.[Na+].C(O)(=O)C, predict the reaction product. The product is: [C:27]([O:26][C:24]([N:31]1[CH2:36][CH2:35][CH:34]([NH:23][C:20]2[CH:21]=[C:22]3[C:17](=[CH:18][CH:19]=2)[NH:16][N:15]=[C:14]3[S:11]([C:1]2[C:10]3[C:5](=[CH:6][CH:7]=[CH:8][CH:9]=3)[CH:4]=[CH:3][CH:2]=2)(=[O:13])=[O:12])[CH2:33][CH2:32]1)=[O:25])([CH3:30])([CH3:28])[CH3:29]. (3) Given the reactants [C@H:1]1([NH2:10])[C:9]2[C:4](=[CH:5][CH:6]=[CH:7][CH:8]=2)[CH2:3][CH2:2]1.CO[CH:13]=[CH:14][CH:15]=[C:16]([C:21]([O:23][CH3:24])=[O:22])[C:17]([O:19][CH3:20])=[O:18], predict the reaction product. The product is: [C@H:1]1([NH:10][CH:13]=[CH:14][CH:15]=[C:16]([C:17]([O:19][CH3:20])=[O:18])[C:21]([O:23][CH3:24])=[O:22])[C:9]2[C:4](=[CH:5][CH:6]=[CH:7][CH:8]=2)[CH2:3][CH2:2]1. (4) Given the reactants Br[C:2]1[CH:3]=[N:4][CH:5]=[CH:6][CH:7]=1.[Cl:8][C:9]1[C:13]([NH2:14])=[CH:12][NH:11][N:10]=1, predict the reaction product. The product is: [Cl:8][C:9]1[C:13]([NH2:14])=[CH:12][N:11]([C:2]2[CH:3]=[N:4][CH:5]=[CH:6][CH:7]=2)[N:10]=1. (5) Given the reactants [CH:1]1([C:4]2[N:8](C(OC(C)(C)C)=O)[C:7]3[CH:16]=[C:17]([C:28]4[C:29]([CH3:34])=[N:30][O:31][C:32]=4[CH3:33])[CH:18]=[C:19]([C:20]([C:22]4[N:23]=[N:24][CH:25]=[CH:26][CH:27]=4)=[O:21])[C:6]=3[N:5]=2)[CH2:3][CH2:2]1.[CH3:35][C:36]1[N:41]=[C:40]([Mg]Br)[CH:39]=[CH:38][CH:37]=1, predict the reaction product. The product is: [CH:1]1([C:4]2[NH:8][C:7]3[CH:16]=[C:17]([C:28]4[C:29]([CH3:34])=[N:30][O:31][C:32]=4[CH3:33])[CH:18]=[C:19]([C:20]([C:40]4[CH:39]=[CH:38][CH:37]=[C:36]([CH3:35])[N:41]=4)([C:22]4[N:23]=[N:24][CH:25]=[CH:26][CH:27]=4)[OH:21])[C:6]=3[N:5]=2)[CH2:3][CH2:2]1. (6) Given the reactants [Cl:1][C:2]1[CH:17]=[CH:16][C:5]2[S:6][C:7]([C:13](O)=[O:14])=[C:8]([C:9]([F:12])([F:11])[F:10])[C:4]=2[CH:3]=1.C(Cl)(C([Cl:22])=O)=O, predict the reaction product. The product is: [Cl:1][C:2]1[CH:17]=[CH:16][C:5]2[S:6][C:7]([C:13]([Cl:22])=[O:14])=[C:8]([C:9]([F:12])([F:11])[F:10])[C:4]=2[CH:3]=1. (7) Given the reactants [N:1]1[CH:6]=[CH:5][CH:4]=[C:3]([C:7](=[O:9])[CH3:8])[CH:2]=1.[BrH:10].BrBr, predict the reaction product. The product is: [BrH:10].[Br:10][CH2:8][C:7]([C:3]1[CH:2]=[N:1][CH:6]=[CH:5][CH:4]=1)=[O:9]. (8) Given the reactants S([N:11]=[N+:12]=[N-])(C1C=CC(C)=CC=1)(=O)=O.[CH3:14][O:15][C:16]1[CH:21]=[CH:20][C:19]([CH2:22][C:23](=[O:30])[CH2:24][C:25]([O:27][CH2:28][CH3:29])=[O:26])=[CH:18][CH:17]=1.C(N(CC)CC)C, predict the reaction product. The product is: [N+:11](=[C:24]([C:23](=[O:30])[CH2:22][C:19]1[CH:18]=[CH:17][C:16]([O:15][CH3:14])=[CH:21][CH:20]=1)[C:25]([O:27][CH2:28][CH3:29])=[O:26])=[N-:12]. (9) The product is: [CH:6]([OH:7])=[O:5].[C:1]([O:5][C:6]([NH:8][CH2:9][C@H:10]1[CH2:15][CH2:14][C@H:13]([C:16]([NH:18][C@H:19]([C:37](=[O:50])[NH:38][C:39]2[CH:40]=[CH:41][C:42]([C:45]3[NH:49][N:48]=[N:47][N:46]=3)=[CH:43][CH:44]=2)[CH2:20][C:21]2[CH:22]=[CH:23][C:24]([C:27]3[C:28]([CH3:36])=[CH:29][C:30]([C:33]([NH:51][CH:52]4[CH2:53][CH:54]5[N:60]([C:61]([O:63][C:64]([CH3:67])([CH3:66])[CH3:65])=[O:62])[CH:58]([CH2:57][O:56][CH2:55]5)[CH2:59]4)=[O:34])=[N:31][CH:32]=3)=[CH:25][CH:26]=2)=[O:17])[CH2:12][CH2:11]1)=[O:7])([CH3:4])([CH3:2])[CH3:3]. Given the reactants [C:1]([O:5][C:6]([NH:8][CH2:9][C@H:10]1[CH2:15][CH2:14][C@H:13]([C:16]([NH:18][C@H:19]([C:37](=[O:50])[NH:38][C:39]2[CH:44]=[CH:43][C:42]([C:45]3[NH:49][N:48]=[N:47][N:46]=3)=[CH:41][CH:40]=2)[CH2:20][C:21]2[CH:26]=[CH:25][C:24]([C:27]3[C:28]([CH3:36])=[CH:29][C:30]([C:33](O)=[O:34])=[N:31][CH:32]=3)=[CH:23][CH:22]=2)=[O:17])[CH2:12][CH2:11]1)=[O:7])([CH3:4])([CH3:3])[CH3:2].[NH2:51][CH:52]1[CH2:59][CH:58]2[N:60]([C:61]([O:63][C:64]([CH3:67])([CH3:66])[CH3:65])=[O:62])[CH:54]([CH2:55][O:56][CH2:57]2)[CH2:53]1.C(N(CC)C(C)C)(C)C.F[P-](F)(F)(F)(F)F.CN(C(ON1C2=NC=CC=C2N=N1)=[N+](C)C)C, predict the reaction product. (10) Given the reactants [C:1]1([C:7]#[CH:8])[CH:6]=[CH:5][CH:4]=[CH:3][CH:2]=1.[CH3:9][O:10][C:11](=[O:15])/[CH:12]=[CH:13]\I, predict the reaction product. The product is: [C:1]1([C:7]#[C:8]/[CH:13]=[CH:12]\[C:11]([O:10][CH3:9])=[O:15])[CH:6]=[CH:5][CH:4]=[CH:3][CH:2]=1.